From a dataset of Reaction yield outcomes from USPTO patents with 853,638 reactions. Predict the reaction yield, written as a fraction of the theoretical maximum amount of product (1.0 means a 100% yield; for example, 0.34 means a 34% yield). (1) The reactants are [CH3:1][O:2][C:3]1[CH:12]=[C:11](F)[CH:10]=[CH:9][C:4]=1[C:5]([O:7][CH3:8])=[O:6].C([O-])([O-])=O.[K+].[K+].[CH3:20][N:21]1[CH2:26][CH2:25][NH:24][CH2:23][CH2:22]1. The catalyst is CS(C)=O.C(Cl)Cl. The product is [CH3:1][O:2][C:3]1[CH:12]=[C:11]([N:24]2[CH2:25][CH2:26][N:21]([CH3:20])[CH2:22][CH2:23]2)[CH:10]=[CH:9][C:4]=1[C:5]([O:7][CH3:8])=[O:6]. The yield is 0.660. (2) The product is [Cl:16][CH2:17][C:18]1[N:11]=[C:9](/[CH:8]=[CH:7]/[C:6]2[CH:5]=[CH:4][C:3]([C:2]([F:14])([F:15])[F:1])=[CH:13][CH:12]=2)[O:10][CH:20]=1. The yield is 0.550. The catalyst is C(OCC)(=O)C. The reactants are [F:1][C:2]([F:15])([F:14])[C:3]1[CH:13]=[CH:12][C:6]([CH:7]=[CH:8][C:9]([NH2:11])=[O:10])=[CH:5][CH:4]=1.[Cl:16][CH2:17][C:18]([CH2:20]Cl)=O.C1(C)C=CC=CC=1. (3) The reactants are [NH2:1][C:2]1[CH:7]=[C:6]([Br:8])[CH:5]=[C:4]([CH3:9])[C:3]=1[NH:10][C:11](=O)[CH2:12][CH2:13][CH3:14]. The catalyst is C(O)(=O)C. The product is [Br:8][C:6]1[CH:5]=[C:4]([CH3:9])[C:3]2[N:10]=[C:11]([CH2:12][CH2:13][CH3:14])[NH:1][C:2]=2[CH:7]=1. The yield is 0.760. (4) The reactants are [CH3:1][O:2][C:3]1[CH:4]=[C:5]([NH:11][C:12]2[C:13]3[N:29]=[CH:28][S:27][C:14]=3[N:15]=[C:16]([C:18]3[CH:19]=[C:20]([CH:24]=[CH:25][CH:26]=3)[C:21](O)=[O:22])[N:17]=2)[CH:6]=[CH:7][C:8]=1[O:9][CH3:10].[NH:30]1[C:38]2[C:33](=[CH:34][C:35]([NH2:39])=[CH:36][CH:37]=2)[CH:32]=[N:31]1.CCN=C=NCCCN(C)C.CN1C=CN=C1. The catalyst is C(Cl)Cl. The product is [CH3:1][O:2][C:3]1[CH:4]=[C:5]([NH:11][C:12]2[C:13]3[N:29]=[CH:28][S:27][C:14]=3[N:15]=[C:16]([C:18]3[CH:19]=[C:20]([CH:24]=[CH:25][CH:26]=3)[C:21]([NH:39][C:35]3[CH:34]=[C:33]4[C:38](=[CH:37][CH:36]=3)[NH:30][N:31]=[CH:32]4)=[O:22])[N:17]=2)[CH:6]=[CH:7][C:8]=1[O:9][CH3:10]. The yield is 0.190. (5) The product is [C:10]([N:5]1[CH2:6][C@@H:7]([OH:9])[CH2:8][C@H:4]1[C:3]([OH:17])=[O:2])([O:12][C:13]([CH3:16])([CH3:15])[CH3:14])=[O:11]. The yield is 0.780. The reactants are C[O:2][C:3](=[O:17])[C@@H:4]1[CH2:8][C@H:7]([OH:9])[CH2:6][N:5]1[C:10]([O:12][C:13]([CH3:16])([CH3:15])[CH3:14])=[O:11].[OH-].[Na+].C(O)(=O)CC(CC(O)=O)(C(O)=O)O. The catalyst is C(O)C. (6) The reactants are F[C:2]1[CH:10]=[CH:9][C:8]([N+:11]([O-:13])=[O:12])=[CH:7][C:3]=1[C:4]([OH:6])=[O:5].[NH:14]1[CH2:19][CH2:18][O:17][CH2:16][CH2:15]1. The catalyst is O1CCOCC1. The product is [N:14]1([C:2]2[CH:10]=[CH:9][C:8]([N+:11]([O-:13])=[O:12])=[CH:7][C:3]=2[C:4]([OH:6])=[O:5])[CH2:19][CH2:18][O:17][CH2:16][CH2:15]1. The yield is 0.930.